This data is from Reaction yield outcomes from USPTO patents with 853,638 reactions. The task is: Predict the reaction yield, written as a fraction of the theoretical maximum amount of product (1.0 means a 100% yield; for example, 0.34 means a 34% yield). The reactants are [OH:1][CH:2]([C:7]1[C:8]([CH3:34])=[N:9][C:10]2[CH2:11][CH2:12][N:13]([C:24]([O:26][CH2:27][C:28]3[CH:33]=[CH:32][CH:31]=[CH:30][CH:29]=3)=[O:25])[CH2:14][C:15]=2[C:16]=1[C:17]1[CH:22]=[CH:21][C:20]([CH3:23])=[CH:19][CH:18]=1)[C:3]([O:5][CH3:6])=[O:4].C(O[C:39]([CH3:42])([CH3:41])[CH3:40])(=O)C. The catalyst is C(Cl)Cl. The product is [C:39]([O:1][CH:2]([C:7]1[C:8]([CH3:34])=[N:9][C:10]2[CH2:11][CH2:12][N:13]([C:24]([O:26][CH2:27][C:28]3[CH:29]=[CH:30][CH:31]=[CH:32][CH:33]=3)=[O:25])[CH2:14][C:15]=2[C:16]=1[C:17]1[CH:22]=[CH:21][C:20]([CH3:23])=[CH:19][CH:18]=1)[C:3]([O:5][CH3:6])=[O:4])([CH3:42])([CH3:41])[CH3:40]. The yield is 0.720.